This data is from Reaction yield outcomes from USPTO patents with 853,638 reactions. The task is: Predict the reaction yield, written as a fraction of the theoretical maximum amount of product (1.0 means a 100% yield; for example, 0.34 means a 34% yield). (1) The reactants are Br[C:2]1[CH:3]=[N:4][CH:5]=[C:6]([N:10]2[CH2:21][CH2:20][C:19]3[C:18]4[CH2:17][C:16]([CH3:23])([CH3:22])[CH2:15][C:14]=4[S:13][C:12]=3[C:11]2=[O:24])[C:7]=1[CH:8]=[O:9].[CH3:25][N:26]1[CH:31]=[C:30](B2OC(C)(C)C(C)(C)O2)[CH:29]=[C:28]([NH:41][C:42]2[CH:47]=[CH:46][C:45]([N:48]3[CH2:53][CH2:52][N:51]([CH:54]4[CH2:57][O:56][CH2:55]4)[CH2:50][CH2:49]3)=[CH:44][N:43]=2)[C:27]1=[O:58].[O-]P([O-])([O-])=O.[K+].[K+].[K+].CC([O-])=O.[Na+]. The catalyst is CC#N.O.C1C=CC(P(C2C=CC=CC=2)[C-]2C=CC=C2)=CC=1.C1C=CC(P(C2C=CC=CC=2)[C-]2C=CC=C2)=CC=1.Cl[Pd]Cl.[Fe+2]. The product is [CH3:25][N:26]1[C:27](=[O:58])[C:28]([NH:41][C:42]2[CH:47]=[CH:46][C:45]([N:48]3[CH2:53][CH2:52][N:51]([CH:54]4[CH2:55][O:56][CH2:57]4)[CH2:50][CH2:49]3)=[CH:44][N:43]=2)=[CH:29][C:30]([C:2]2[CH:3]=[N:4][CH:5]=[C:6]([N:10]3[CH2:21][CH2:20][C:19]4[C:18]5[CH2:17][C:16]([CH3:23])([CH3:22])[CH2:15][C:14]=5[S:13][C:12]=4[C:11]3=[O:24])[C:7]=2[CH:8]=[O:9])=[CH:31]1. The yield is 0.400. (2) The reactants are Br[C:2]1[C:3]2[N:4]([C:9]([C:12]([NH:14][C:15]3[CH:20]=[CH:19][N:18]=[CH:17][C:16]=3[F:21])=[O:13])=[CH:10][N:11]=2)[N:5]=[C:6](Cl)[CH:7]=1.[N:22]1[CH:27]=[CH:26][CH:25]=[CH:24][C:23]=1[NH2:28].CC(C)([O-])C.[K+].[C@H:35]1([NH2:42])[CH2:40][CH2:39][C@H:38]([NH2:41])[CH2:37][CH2:36]1. The catalyst is C1COCC1.CO. The product is [NH2:41][C@H:38]1[CH2:39][CH2:40][C@H:35]([NH:42][C:6]2[CH:7]=[C:2]([NH:28][C:23]3[CH:24]=[CH:25][CH:26]=[CH:27][N:22]=3)[C:3]3[N:4]([C:9]([C:12]([NH:14][C:15]4[CH:20]=[CH:19][N:18]=[CH:17][C:16]=4[F:21])=[O:13])=[CH:10][N:11]=3)[N:5]=2)[CH2:36][CH2:37]1. The yield is 0.0425. (3) The reactants are C1(C(C2C=CC=CC=2)[N:8]2[C:16]3[C:11](=[CH:12][CH:13]=[CH:14][CH:15]=3)[C:10]3([C:20]4[CH:21]=[CH:22][C:23]([O:25][C:26]([F:29])([F:28])[F:27])=[CH:24][C:19]=4[O:18][CH2:17]3)[C:9]2=[O:30])C=CC=CC=1.[H][H]. The catalyst is CO.C(O)(=O)C.[Pd]. The product is [F:29][C:26]([F:27])([F:28])[O:25][C:23]1[CH:22]=[CH:21][C:20]2[C:10]3([CH2:17][O:18][C:19]=2[CH:24]=1)[C:11]1[C:16](=[CH:15][CH:14]=[CH:13][CH:12]=1)[NH:8][C:9]3=[O:30]. The yield is 0.750.